Dataset: Full USPTO retrosynthesis dataset with 1.9M reactions from patents (1976-2016). Task: Predict the reactants needed to synthesize the given product. Given the product [NH2:8][C@@H:9]([C:14]([OH:16])=[O:15])[C@@H:10]([CH2:12][CH3:13])[CH3:11], predict the reactants needed to synthesize it. The reactants are: N1CC(=O)NC1=O.[NH2:8][C@@H:9]([C:14]([OH:16])=[O:15])[C@@H:10]([CH2:12][CH3:13])[CH3:11].N1CC(=O)NC1=O.N[C@H](C(O)=O)[C@@H](CC)C.N1CC(=O)NC1=O.C(N[C@@H](C(O)=O)[C@@H](CC)C)(=O)N.